This data is from Forward reaction prediction with 1.9M reactions from USPTO patents (1976-2016). The task is: Predict the product of the given reaction. (1) Given the reactants C(N(CC)CC)C.Cl.[NH2:9][CH2:10][C:11]1[CH:19]=[CH:18][CH:17]=[C:16]2[C:12]=1[CH2:13][N:14]([CH:21]1[CH2:26][CH2:25][C:24](=[O:27])[NH:23][C:22]1=[O:28])[C:15]2=[O:20].[CH3:29][N:30]([CH3:34])[C:31](Cl)=[O:32].N12CCCN=C1CCCCC2, predict the reaction product. The product is: [O:28]=[C:22]1[CH:21]([N:14]2[CH2:13][C:12]3[C:16](=[CH:17][CH:18]=[CH:19][C:11]=3[CH2:10][NH:9][C:31](=[O:32])[N:30]([CH3:34])[CH3:29])[C:15]2=[O:20])[CH2:26][CH2:25][C:24](=[O:27])[NH:23]1. (2) Given the reactants [Br:1][C:2]1[CH:3]=[C:4]2[C:9](=[N:10][C:11]=1[O:12]C)[N:8]([C@@H:14]([CH:24]([CH3:26])[CH3:25])[CH2:15][O:16][Si:17]([C:20]([CH3:23])([CH3:22])[CH3:21])([CH3:19])[CH3:18])[CH:7]=[C:6]([C:27]([OH:29])=[O:28])[C:5]2=[O:30].N1CCO[CH2:33][CH2:32]1.C([O-])([O-])=O.[K+].[K+], predict the reaction product. The product is: [Br:1][C:2]1[CH:3]=[C:4]2[C:9](=[N:10][C:11]=1[OH:12])[N:8]([C@@H:14]([CH:24]([CH3:26])[CH3:25])[CH2:15][O:16][Si:17]([C:20]([CH3:22])([CH3:23])[CH3:21])([CH3:19])[CH3:18])[CH:7]=[C:6]([C:27]([O:29][CH2:32][CH3:33])=[O:28])[C:5]2=[O:30].